The task is: Predict the reaction yield, written as a fraction of the theoretical maximum amount of product (1.0 means a 100% yield; for example, 0.34 means a 34% yield).. This data is from Reaction yield outcomes from USPTO patents with 853,638 reactions. (1) The reactants are [OH:1][CH2:2][C:3]1[C:4](=[O:9])[NH:5][CH:6]=[CH:7][CH:8]=1.C(=O)([O-])[O-].[K+].[K+].I[CH2:17][CH2:18][CH2:19][CH3:20]. The catalyst is CN(C=O)C. The product is [CH2:17]([N:5]1[CH:6]=[CH:7][CH:8]=[C:3]([CH2:2][OH:1])[C:4]1=[O:9])[CH2:18][CH2:19][CH3:20]. The yield is 0.610. (2) The reactants are C([SiH](CC)CC)C.FC(F)(F)C(O)=O.O[CH:16]([C:34]1[CH:39]=[CH:38][C:37]([O:40][CH3:41])=[C:36]([O:42][CH2:43][CH2:44][CH2:45][O:46][CH3:47])[CH:35]=1)[C@H:17]([CH:31]([CH3:33])[CH3:32])[CH2:18]/[CH:19]=[CH:20]/[CH2:21][C@@H:22]([CH:28]([CH3:30])[CH3:29])[C:23]([N:25]([CH3:27])[CH3:26])=[O:24]. The catalyst is ClCCCl. The product is [CH3:41][O:40][C:37]1[CH:38]=[CH:39][C:34]([CH2:16][C@H:17]([CH:31]([CH3:32])[CH3:33])[CH2:18]/[CH:19]=[CH:20]/[CH2:21][C@@H:22]([CH:28]([CH3:29])[CH3:30])[C:23]([N:25]([CH3:26])[CH3:27])=[O:24])=[CH:35][C:36]=1[O:42][CH2:43][CH2:44][CH2:45][O:46][CH3:47]. The yield is 0.700. (3) The reactants are [C:1]([C:5]1[N:6]=[C:7](Cl)[C:8]2[CH:13]=[CH:12][NH:11][C:9]=2[N:10]=1)([CH3:4])([CH3:3])[CH3:2].C(O)(=O)C(O)=O.[CH2:21]1[C:24]2([CH2:27][NH:26][CH2:25]2)[CH2:23][O:22]1.CCN(C(C)C)C(C)C. The catalyst is CCO. The product is [C:1]([C:5]1[N:6]=[C:7]([N:26]2[CH2:27][C:24]3([CH2:21][O:22][CH2:23]3)[CH2:25]2)[C:8]2[CH:13]=[CH:12][NH:11][C:9]=2[N:10]=1)([CH3:4])([CH3:3])[CH3:2]. The yield is 0.570. (4) The reactants are [N+](C1C=C([N+]([O-])=O)C=CC=1[O-])([O-])=O.[NH2:14][N+:15]1[CH:20]=[CH:19][C:18]2[O:21][CH:22]=[CH:23][C:17]=2[CH:16]=1.C(=O)([O-])[O-].[K+].[K+].[C:30]1([C:36]#[C:37][C:38]([O:40][CH3:41])=[O:39])[CH:35]=[CH:34][CH:33]=[CH:32][CH:31]=1. The catalyst is CN(C)C=O.O. The product is [C:30]1([C:36]2[C:37]([C:38]([O:40][CH3:41])=[O:39])=[C:16]3[C:17]4[CH:23]=[CH:22][O:21][C:18]=4[CH:19]=[CH:20][N:15]3[N:14]=2)[CH:35]=[CH:34][CH:33]=[CH:32][CH:31]=1. The yield is 0.510. (5) The yield is 0.900. The catalyst is CN(C=O)C. The product is [NH:21]1[C:16]2[CH:17]=[CH:18][CH:19]=[CH:20][C:15]=2[N:22]=[C:1]1[C:3]1[C:11]2[C:6](=[CH:7][C:8]([C:12]([OH:14])=[O:13])=[CH:9][CH:10]=2)[NH:5][N:4]=1. The reactants are [CH:1]([C:3]1[C:11]2[C:6](=[CH:7][C:8]([C:12]([OH:14])=[O:13])=[CH:9][CH:10]=2)[NH:5][N:4]=1)=O.[C:15]1([NH2:22])[CH:20]=[CH:19][CH:18]=[CH:17][C:16]=1[NH2:21].[S].O.